Dataset: Cav3 T-type calcium channel HTS with 100,875 compounds. Task: Binary Classification. Given a drug SMILES string, predict its activity (active/inactive) in a high-throughput screening assay against a specified biological target. (1) The molecule is Clc1c(C(=O)NC(=S)N(CCC)CCC)ccc(Cl)c1. The result is 0 (inactive). (2) The compound is Fc1cc(Cn2nnc(c2N)C(=O)Nc2c(OC)cc(OC)cc2)ccc1. The result is 0 (inactive). (3) The compound is O=c1nc(N2CCN(CC2)Cc2ccccc2)[nH]nc1C. The result is 0 (inactive). (4) The drug is O1C(CC(CC1)(CC(=O)N1CCOCC1)c1c(OC)cccc1)C(C)C. The result is 0 (inactive). (5) The compound is o1c2c(cc(Oc3cc4oc(=O)ccc4cc3)c1=O)cc(OC)c(OC(=O)/C=C\c1ccccc1)c2. The result is 0 (inactive). (6) The compound is O=C1C2(CN3C4(N(C2)CC1(C3)c1ccccc1)CCCCC4)C. The result is 0 (inactive). (7) The drug is Brc1cc(/C(=N/NC=2NCCN2)C)c(OCC)cc1. The result is 0 (inactive). (8) The compound is O=C1N(c2c(C1=O)cccc2)CC(=O)NC(C)C. The result is 0 (inactive). (9) The molecule is O=C(Nc1c(N2CCCCC2)cccc1)CNC1CCCCCC1. The result is 1 (active). (10) The drug is OC(Cn1c2c(CCCC2=O)c2c1ccc(c2)C)Cn1nc(c(c1C)C(=O)C)C. The result is 0 (inactive).